From a dataset of Catalyst prediction with 721,799 reactions and 888 catalyst types from USPTO. Predict which catalyst facilitates the given reaction. (1) Reactant: [F:1][C:2]1[CH:3]=[C:4]([N:11]2[C:15](=[O:16])[NH:14][N:13]=[N:12]2)[CH:5]=[C:6]([N+:8]([O-:10])=[O:9])[CH:7]=1.[C:17]([O-])([O-])=O.[K+].[K+].IC.O. Product: [F:1][C:2]1[CH:3]=[C:4]([N:11]2[C:15](=[O:16])[N:14]([CH3:17])[N:13]=[N:12]2)[CH:5]=[C:6]([N+:8]([O-:10])=[O:9])[CH:7]=1. The catalyst class is: 31. (2) Reactant: [C:1]([O:5][C:6]([NH:8][C:9]12[CH2:17][N:16](C(OCC3C=CC=CC=3)=O)[CH2:15][C:14]31[CH:12]([CH2:13]3)[CH2:11][CH2:10]2)=[O:7])([CH3:4])([CH3:3])[CH3:2].[H][H]. Product: [C:1]([O:5][C:6]([NH:8][C:9]12[CH2:17][NH:16][CH2:15][C:14]31[CH:12]([CH2:13]3)[CH2:11][CH2:10]2)=[O:7])([CH3:4])([CH3:2])[CH3:3]. The catalyst class is: 352. (3) Reactant: C[O:2][C:3](OC)([CH2:20][O:21][CH2:22][CH2:23][CH2:24][CH2:25][CH2:26][CH2:27][CH2:28][CH2:29][CH2:30][CH2:31][CH2:32][CH2:33][CH2:34][CH3:35])[CH2:4][O:5][CH2:6][CH2:7][CH2:8][CH2:9][CH2:10][CH2:11][CH2:12][CH2:13][CH2:14][CH2:15][CH2:16][CH2:17][CH2:18][CH3:19].Cl. Product: [CH2:6]([O:5][CH2:4][C:3](=[O:2])[CH2:20][O:21][CH2:22][CH2:23][CH2:24][CH2:25][CH2:26][CH2:27][CH2:28][CH2:29][CH2:30][CH2:31][CH2:32][CH2:33][CH2:34][CH3:35])[CH2:7][CH2:8][CH2:9][CH2:10][CH2:11][CH2:12][CH2:13][CH2:14][CH2:15][CH2:16][CH2:17][CH2:18][CH3:19]. The catalyst class is: 7. (4) Reactant: [CH2:1]([OH:4])[CH2:2][OH:3].C1(C)C=CC(S(O)(=O)=O)=CC=1.[Br:16][C:17]1[CH:18]=[CH:19][C:20]([CH:23]=O)=[N:21][CH:22]=1. Product: [Br:16][C:17]1[CH:18]=[CH:19][C:20]([CH:23]2[O:4][CH2:1][CH2:2][O:3]2)=[N:21][CH:22]=1. The catalyst class is: 11. (5) Reactant: C[N:2]([CH:4]=[N:5][C:6]([C:8]1([C:14]2[CH:19]=[CH:18][C:17]([O:20][CH2:21][CH2:22][CH2:23][N:24]3[CH2:28][CH2:27][CH2:26][CH2:25]3)=[CH:16][CH:15]=2)[CH2:13][CH2:12][O:11][CH2:10][CH2:9]1)=O)C.O.[NH2:30]N. Product: [N:24]1([CH2:23][CH2:22][CH2:21][O:20][C:17]2[CH:18]=[CH:19][C:14]([C:8]3([C:6]4[N:5]=[CH:4][NH:2][N:30]=4)[CH2:13][CH2:12][O:11][CH2:10][CH2:9]3)=[CH:15][CH:16]=2)[CH2:25][CH2:26][CH2:27][CH2:28]1. The catalyst class is: 15. (6) Reactant: [CH3:1][NH:2][C:3]1[C:8]([NH2:9])=[CH:7][C:6]([C:10]([F:13])([F:12])[F:11])=[CH:5][N:4]=1.[CH2:14]([C:16]1[CH:24]=[N:23][CH:22]=[CH:21][C:17]=1[C:18](O)=O)[CH3:15].CCN=C=NCCCN(C)C.N1C=CC=CC=1. Product: [CH2:14]([C:16]1[CH:24]=[N:23][CH:22]=[CH:21][C:17]=1[C:18]1[N:2]([CH3:1])[C:3]2=[N:4][CH:5]=[C:6]([C:10]([F:11])([F:12])[F:13])[CH:7]=[C:8]2[N:9]=1)[CH3:15]. The catalyst class is: 6.